From a dataset of Full USPTO retrosynthesis dataset with 1.9M reactions from patents (1976-2016). Predict the reactants needed to synthesize the given product. (1) Given the product [CH3:7][N:8]([O:9][CH3:10])[C:1](=[O:5])[CH2:2][CH2:3][CH3:4], predict the reactants needed to synthesize it. The reactants are: [C:1](Cl)(=[O:5])[CH2:2][CH2:3][CH3:4].[CH3:7][NH:8][O:9][CH3:10].N1C=CC=CC=1.Cl. (2) The reactants are: [CH:1]([C:4]1[CH:9]=[CH:8][CH:7]=[CH:6][C:5]=1[O:10][CH3:11])([CH3:3])[CH3:2].[Cl:12][S:13](O)(=[O:15])=[O:14]. Given the product [Cl:12][S:13]([C:8]1[CH:7]=[CH:6][C:5]([O:10][CH3:11])=[C:4]([CH:1]([CH3:3])[CH3:2])[CH:9]=1)(=[O:15])=[O:14], predict the reactants needed to synthesize it. (3) Given the product [CH2:19]([O:1][CH2:2][CH:3]([CH2:5][OH:6])[OH:4])[CH2:18][CH2:17][CH2:16][CH2:15][CH2:14][CH2:13][CH2:12][CH2:11][CH2:10][CH2:9][CH2:8][CH3:7].[CH3:2][CH2:22][O:21][CH2:7][CH3:8], predict the reactants needed to synthesize it. The reactants are: [OH:1][CH2:2][CH:3]([CH2:5][OH:6])[OH:4].[C:7]([O:21][CH3:22])(=O)[CH2:8][CH2:9][CH2:10][CH2:11][CH2:12][CH2:13][CH2:14][CH2:15][CH2:16][CH2:17][CH2:18][CH3:19]. (4) Given the product [NH2:22][C:21]([NH:14][C:5]1[CH:6]=[C:7]([C:8]([O:10][CH3:11])=[O:9])[CH:12]=[CH:13][C:4]=1[C:3]([O:2][CH3:1])=[O:15])=[O:20], predict the reactants needed to synthesize it. The reactants are: [CH3:1][O:2][C:3](=[O:15])[C:4]1[CH:13]=[CH:12][C:7]([C:8]([O:10][CH3:11])=[O:9])=[CH:6][C:5]=1[NH2:14].CC(O)=O.[O-:20][C:21]#[N:22].[K+].[O-]C#N. (5) Given the product [C:21]([O:27][CH2:28][N:1]1[C:9]2[C:4](=[CH:5][C:6]([B:10]3[O:18][C:15]([CH3:17])([CH3:16])[C:12]([CH3:14])([CH3:13])[O:11]3)=[CH:7][CH:8]=2)[CH:3]=[CH:2]1)(=[O:26])[C:22]([CH3:25])([CH3:24])[CH3:23], predict the reactants needed to synthesize it. The reactants are: [NH:1]1[C:9]2[C:4](=[CH:5][C:6]([B:10]3[O:18][C:15]([CH3:17])([CH3:16])[C:12]([CH3:14])([CH3:13])[O:11]3)=[CH:7][CH:8]=2)[CH:3]=[CH:2]1.[H-].[Na+].[C:21]([O:27][CH2:28]Cl)(=[O:26])[C:22]([CH3:25])([CH3:24])[CH3:23]. (6) Given the product [Br:1][C:2]1[CH:3]=[C:4]([CH:5]=[CH:6][CH:7]=1)[O:8][CH2:11][CH2:12][N:13]([CH3:15])[CH3:14], predict the reactants needed to synthesize it. The reactants are: [Br:1][C:2]1[CH:3]=[C:4]([OH:8])[CH:5]=[CH:6][CH:7]=1.Cl.Cl[CH2:11][CH2:12][N:13]([CH3:15])[CH3:14].C(=O)([O-])[O-].[K+].[K+].[I-].[K+]. (7) Given the product [ClH:57].[ClH:57].[ClH:57].[CH2:1]([N:3]1[C:9](=[O:10])[C:8]([CH3:11])([CH3:12])[C:7](=[O:13])[N:6]([CH3:14])[C:5]2[CH:15]=[C:16]([CH2:19][N:29]([CH2:28][CH2:27][C:23]3[CH:22]=[N:21][CH:26]=[CH:25][CH:24]=3)[CH2:30][C:31]3[CH:32]=[CH:33][N:34]=[CH:35][CH:36]=3)[CH:17]=[CH:18][C:4]1=2)[CH3:2], predict the reactants needed to synthesize it. The reactants are: [CH2:1]([N:3]1[C:9](=[O:10])[C:8]([CH3:12])([CH3:11])[C:7](=[O:13])[N:6]([CH3:14])[C:5]2[CH:15]=[C:16]([CH:19]=O)[CH:17]=[CH:18][C:4]1=2)[CH3:2].[N:21]1[CH:26]=[CH:25][CH:24]=[C:23]([CH2:27][CH2:28][NH:29][CH2:30][C:31]2[CH:36]=[CH:35][N:34]=[CH:33][CH:32]=2)[CH:22]=1.C(O[BH-](OC(=O)C)OC(=O)C)(=O)C.[Na+].C(OC(=O)C)C.[ClH:57]. (8) Given the product [CH3:28][C:22]1([CH3:29])[CH2:21][CH:20]([O:19][C:16]2[N:15]=[N:14][C:13]([C:10]3[CH:9]=[C:8]4[C:3]([CH:4]=[CH:5][N:6]=[C:7]4[OH:30])=[CH:2][C:11]=3[OH:12])=[CH:18][CH:17]=2)[CH2:25][C:24]([CH3:27])([CH3:26])[NH:23]1, predict the reactants needed to synthesize it. The reactants are: Br[C:2]1[C:11]([OH:12])=[C:10]([C:13]2[N:14]=[N:15][C:16]([O:19][CH:20]3[CH2:25][C:24]([CH3:27])([CH3:26])[NH:23][C:22]([CH3:29])([CH3:28])[CH2:21]3)=[CH:17][CH:18]=2)[CH:9]=[C:8]2[C:3]=1[CH:4]=[CH:5][N:6]=[C:7]2[OH:30].